Dataset: Reaction yield outcomes from USPTO patents with 853,638 reactions. Task: Predict the reaction yield, written as a fraction of the theoretical maximum amount of product (1.0 means a 100% yield; for example, 0.34 means a 34% yield). (1) The reactants are [C:1]([C:9]1[CH:14]=[CH:13][CH:12]=[CH:11][C:10]=1[NH:15][C@@H:16]([CH2:21][C:22]1[CH:27]=[CH:26][C:25]([OH:28])=[CH:24][CH:23]=1)[C:17]([O:19][CH3:20])=[O:18])(=[O:8])[C:2]1[CH:7]=[CH:6][CH:5]=[CH:4][CH:3]=1.C(N(CC)CC)C.[S:36](O[S:36]([C:39]([F:42])([F:41])[F:40])(=[O:38])=[O:37])([C:39]([F:42])([F:41])[F:40])(=[O:38])=[O:37].[Cl-].[NH4+]. The catalyst is CN(C)C1C=CN=CC=1.ClCCl. The product is [C:1]([C:9]1[CH:14]=[CH:13][CH:12]=[CH:11][C:10]=1[NH:15][C@@H:16]([CH2:21][C:22]1[CH:27]=[CH:26][C:25]([O:28][S:36]([C:39]([F:42])([F:41])[F:40])(=[O:38])=[O:37])=[CH:24][CH:23]=1)[C:17]([O:19][CH3:20])=[O:18])(=[O:8])[C:2]1[CH:3]=[CH:4][CH:5]=[CH:6][CH:7]=1. The yield is 1.00. (2) The yield is 0.640. The reactants are Br[C:2]1[CH:3]=[C:4]2[C:9](=[CH:10][CH:11]=1)[N:8]=[CH:7][C:6]([C:12]([CH:14]1[CH2:16][CH2:15]1)=[O:13])=[C:5]2[NH:17][CH:18]1[CH2:23][CH2:22][CH:21]([N:24]2[CH2:28][CH2:27][CH:26]([O:29][CH3:30])[CH2:25]2)[CH2:20][CH2:19]1.[Cl:31][C:32]1[CH:37]=[C:36](B2OC(C)(C)C(C)(C)O2)[CH:35]=[C:34]([Cl:47])[C:33]=1[OH:48]. The product is [CH:14]1([C:12]([C:6]2[CH:7]=[N:8][C:9]3[C:4]([C:5]=2[NH:17][CH:18]2[CH2:23][CH2:22][CH:21]([N:24]4[CH2:28][CH2:27][CH:26]([O:29][CH3:30])[CH2:25]4)[CH2:20][CH2:19]2)=[CH:3][C:2]([C:36]2[CH:37]=[C:32]([Cl:31])[C:33]([OH:48])=[C:34]([Cl:47])[CH:35]=2)=[CH:11][CH:10]=3)=[O:13])[CH2:15][CH2:16]1. No catalyst specified. (3) The reactants are [F:1][C:2]([F:36])([F:35])[C:3]1[CH:4]=[C:5]([C:13]([CH3:34])([CH3:33])[C:14]([N:16]([C:18]2[CH:19]=[N:20][C:21](Cl)=[CH:22][C:23]=2[C:24]2[CH:29]=[CH:28][C:27]([F:30])=[CH:26][C:25]=2[CH3:31])[CH3:17])=[O:15])[CH:6]=[C:7]([C:9]([F:12])([F:11])[F:10])[CH:8]=1.[CH2:37]([N:44]1[CH2:49][CH2:48][NH:47][C@H:46]([CH3:50])[CH2:45]1)[C:38]1[CH:43]=[CH:42][CH:41]=[CH:40][CH:39]=1.[OH-].[Na+]. The catalyst is [Br-].C([N+](C)(C)C)CCCCCCCCCCCCCCC.CC(C)([P](C(C)(C)C)([Pd][P](C(C)(C)C)(C(C)(C)C)C(C)(C)C)C(C)(C)C)C.C1(C)C=CC=CC=1. The product is [CH2:37]([N:44]1[CH2:49][CH2:48][N:47]([C:21]2[N:20]=[CH:19][C:18]([N:16]([CH3:17])[C:14](=[O:15])[C:13]([C:5]3[CH:4]=[C:3]([C:2]([F:36])([F:35])[F:1])[CH:8]=[C:7]([C:9]([F:12])([F:11])[F:10])[CH:6]=3)([CH3:34])[CH3:33])=[C:23]([C:24]3[CH:29]=[CH:28][C:27]([F:30])=[CH:26][C:25]=3[CH3:31])[CH:22]=2)[C@H:46]([CH3:50])[CH2:45]1)[C:38]1[CH:39]=[CH:40][CH:41]=[CH:42][CH:43]=1. The yield is 0.370. (4) The reactants are [CH3:1][O:2][C:3]1[N:8]=[CH:7][C:6]([NH:9][C:10]2[C:15]([C:16]3[N:24]=[C:23]([CH3:25])[N:22]=[C:21]4[C:17]=3[N:18]=[CH:19][N:20]4C3CCCCO3)=[CH:14][CH:13]=[CH:12][N:11]=2)=[CH:5][CH:4]=1.Cl. No catalyst specified. The product is [CH3:1][O:2][C:3]1[N:8]=[CH:7][C:6]([NH:9][C:10]2[C:15]([C:16]3[N:24]=[C:23]([CH3:25])[N:22]=[C:21]4[C:17]=3[N:18]=[CH:19][NH:20]4)=[CH:14][CH:13]=[CH:12][N:11]=2)=[CH:5][CH:4]=1. The yield is 0.950. (5) The reactants are C(O)(=O)C.[N:5]1[CH:10]=[CH:9][CH:8]=[C:7]([C:11](=[N:20]O)[CH2:12][CH2:13][CH:14]2[CH2:19][CH2:18][O:17][CH2:16][CH2:15]2)[CH:6]=1. The catalyst is C(O)C.[Zn]. The product is [N:5]1[CH:10]=[CH:9][CH:8]=[C:7]([CH:11]([NH2:20])[CH2:12][CH2:13][CH:14]2[CH2:15][CH2:16][O:17][CH2:18][CH2:19]2)[CH:6]=1. The yield is 0.820. (6) The reactants are [CH3:1][O:2][CH:3]1[CH2:8][N:7]([CH2:9][CH2:10][N:11]2[C:16](=[O:17])[CH:15]=[N:14][C:13]3[CH:18]=[CH:19][C:20]([O:22][CH3:23])=[N:21][C:12]2=3)[CH2:6][CH:5]([CH2:24][N:25]2C(=O)C3C(=CC=CC=3)C2=O)[CH2:4]1.NN. The catalyst is CCO. The product is [NH2:25][CH2:24][C@H:5]1[CH2:4][C@@H:3]([O:2][CH3:1])[CH2:8][N:7]([CH2:9][CH2:10][N:11]2[C:16](=[O:17])[CH:15]=[N:14][C:13]3[CH:18]=[CH:19][C:20]([O:22][CH3:23])=[N:21][C:12]2=3)[CH2:6]1. The yield is 0.770. (7) The reactants are [CH3:1][N:2]([CH3:17])[C:3]([N:5]1[C:9]2=[N:10][CH:11]=[C:12]([Br:14])[CH:13]=[C:8]2[C:7]([CH:15]=[O:16])=[CH:6]1)=[O:4].S([CH2:28][N+:29]#[C-:30])(C1C=CC(C)=CC=1)(=O)=O.C1CCN2C(=NCCC2)CC1. The catalyst is COCCOC. The product is [CH3:1][N:2]([CH3:17])[C:3]([N:5]1[C:9]2=[N:10][CH:11]=[C:12]([Br:14])[CH:13]=[C:8]2[C:7]([C:15]2[O:16][CH:30]=[N:29][CH:28]=2)=[CH:6]1)=[O:4]. The yield is 0.290.